This data is from Catalyst prediction with 721,799 reactions and 888 catalyst types from USPTO. The task is: Predict which catalyst facilitates the given reaction. (1) Reactant: Cl[C:2](Cl)([O:4]C(=O)OC(Cl)(Cl)Cl)Cl.[NH2:13][C:14]1[CH:22]=[CH:21][C:20]([I:23])=[CH:19][C:15]=1[C:16]([OH:18])=[O:17]. Product: [I:23][C:20]1[CH:21]=[CH:22][C:14]2[NH:13][C:2](=[O:4])[O:17][C:16](=[O:18])[C:15]=2[CH:19]=1. The catalyst class is: 7. (2) Reactant: [BH-](OC(C)=O)(OC(C)=O)OC(C)=O.[Na+].C1COCC1.[F:20][C:21]1[CH:59]=[C:58]([NH:60][C:61]([C:63]2[C:64](=[O:76])[N:65]([C:69]3[CH:74]=[CH:73][C:72]([F:75])=[CH:71][CH:70]=3)[N:66]=[CH:67][CH:68]=2)=[O:62])[CH:57]=[CH:56][C:22]=1[O:23][C:24]1[CH:29]=[CH:28][N:27]=[C:26]2[N:30]([CH2:47][C:48]3[CH:53]=[CH:52][C:51]([O:54][CH3:55])=[CH:50][CH:49]=3)[N:31]=[C:32]([O:33][CH:34]3[CH2:39][CH2:38][N:37]([C:40](OC(C)(C)C)=O)[CH2:36][CH2:35]3)[C:25]=12.C=O. Product: [F:20][C:21]1[CH:59]=[C:58]([NH:60][C:61]([C:63]2[C:64](=[O:76])[N:65]([C:69]3[CH:70]=[CH:71][C:72]([F:75])=[CH:73][CH:74]=3)[N:66]=[CH:67][CH:68]=2)=[O:62])[CH:57]=[CH:56][C:22]=1[O:23][C:24]1[CH:29]=[CH:28][N:27]=[C:26]2[N:30]([CH2:47][C:48]3[CH:49]=[CH:50][C:51]([O:54][CH3:55])=[CH:52][CH:53]=3)[N:31]=[C:32]([O:33][CH:34]3[CH2:39][CH2:38][N:37]([CH3:40])[CH2:36][CH2:35]3)[C:25]=12. The catalyst class is: 211. (3) Reactant: [C:1]([O:5][C:6](=[O:20])[NH:7][CH2:8][CH2:9][N:10]1[C:18]2[C:17](Cl)=[N:16][CH:15]=[N:14][C:13]=2[CH:12]=[CH:11]1)([CH3:4])([CH3:3])[CH3:2].[CH:21]1(/[CH:24]=[CH:25]/[C:26]2[CH:27]=[C:28]([CH:38]=[CH:39][CH:40]=2)[O:29][C:30]2[CH:36]=[CH:35][C:33]([NH2:34])=[CH:32][C:31]=2[CH3:37])[CH2:23][CH2:22]1. Product: [C:1]([O:5][C:6](=[O:20])[NH:7][CH2:8][CH2:9][N:10]1[C:18]2[C:17]([NH:34][C:33]3[CH:35]=[CH:36][C:30]([O:29][C:28]4[CH:38]=[CH:39][CH:40]=[C:26](/[CH:25]=[CH:24]/[CH:21]5[CH2:23][CH2:22]5)[CH:27]=4)=[C:31]([CH3:37])[CH:32]=3)=[N:16][CH:15]=[N:14][C:13]=2[CH:12]=[CH:11]1)([CH3:4])([CH3:3])[CH3:2]. The catalyst class is: 32. (4) Reactant: [CH3:1][O:2][C:3](=[O:28])[C:4]1[CH:9]=[C:8]([N:10]2[CH2:14][CH2:13][CH2:12][C:11]2=[O:15])[CH:7]=[C:6]([O:16][CH2:17][CH2:18][CH2:19][O:20]CC2C=CC=CC=2)[CH:5]=1. The catalyst class is: 19. Product: [CH3:1][O:2][C:3](=[O:28])[C:4]1[CH:9]=[C:8]([N:10]2[CH2:14][CH2:13][CH2:12][C:11]2=[O:15])[CH:7]=[C:6]([O:16][CH2:17][CH2:18][CH2:19][OH:20])[CH:5]=1. (5) Reactant: [OH-:1].[K+].[Cl:3][C:4]1[N:5]=[CH:6][NH:7][C:8]=1[Cl:9].[CH2:10]=O.Cl. Product: [Cl:3][C:4]1[N:5]=[C:6]([CH2:10][OH:1])[NH:7][C:8]=1[Cl:9]. The catalyst class is: 6. (6) Reactant: [NH2:1][CH2:2][CH2:3][CH2:4][N:5]([CH2:16][C:17]1[CH:22]=[CH:21][C:20]([Br:23])=[CH:19][C:18]=1[F:24])[C:6](=[O:15])[O:7][CH2:8][C:9]1[CH:14]=[CH:13][CH:12]=[CH:11][CH:10]=1.O=[C:26]1[CH2:31][CH2:30][N:29]([C:32]([O:34][C:35]([CH3:38])([CH3:37])[CH3:36])=[O:33])[CH2:28][CH2:27]1.C(O)(=O)C.[BH-](OC(C)=O)(OC(C)=O)OC(C)=O.[Na+].C([O-])(O)=O.[Na+]. Product: [CH2:8]([O:7][C:6]([N:5]([CH2:16][C:17]1[CH:22]=[CH:21][C:20]([Br:23])=[CH:19][C:18]=1[F:24])[CH2:4][CH2:3][CH2:2][NH:1][CH:26]1[CH2:31][CH2:30][N:29]([C:32]([O:34][C:35]([CH3:38])([CH3:37])[CH3:36])=[O:33])[CH2:28][CH2:27]1)=[O:15])[C:9]1[CH:10]=[CH:11][CH:12]=[CH:13][CH:14]=1. The catalyst class is: 49. (7) Reactant: [C:1]1([CH3:10])[CH:6]=[CH:5][C:4]([CH2:7][C:8]#[N:9])=[CH:3][CH:2]=1.[Na].C[Si]([N-][Si](C)(C)C)(C)C.[Na+].[CH2:22]([C@H:24]1[O:26][CH2:25]1)Cl. Product: [OH:26][CH2:25][C@H:24]1[CH2:22][C@@:7]1([C:4]1[CH:5]=[CH:6][C:1]([CH3:10])=[CH:2][CH:3]=1)[C:8]#[N:9]. The catalyst class is: 1. (8) Reactant: [CH2:1]([Zn][CH2:4][CH3:5])[CH3:2].ICI.[C:9]([C:13]1[C:27]([OH:28])=[CH:26][C:16]2[CH2:17][C:18]3([O:25][C:15]=2[CH:14]=1)[CH2:24][CH2:23][CH2:22][CH2:21][CH2:20][CH2:19]3)([CH3:12])([CH3:11])[CH3:10].C(=O)(O)[O-].[Na+]. Product: [C:9]([C:13]1[C:27]([OH:28])=[C:4]([CH3:5])[C:16]2[CH2:17][C:18]3([O:25][C:15]=2[CH:14]=1)[CH2:19][CH2:20][CH2:21][CH2:22][CH2:23][CH2:24]3)([CH3:12])([CH3:10])[CH3:11].[C:9]([C:13]1[C:27]([OH:28])=[C:26]([CH2:1][CH3:2])[C:16]2[CH2:17][C:18]3([O:25][C:15]=2[CH:14]=1)[CH2:24][CH2:23][CH2:22][CH2:21][CH2:20][CH2:19]3)([CH3:12])([CH3:10])[CH3:11]. The catalyst class is: 11.